This data is from NCI-60 drug combinations with 297,098 pairs across 59 cell lines. The task is: Regression. Given two drug SMILES strings and cell line genomic features, predict the synergy score measuring deviation from expected non-interaction effect. (1) Drug 1: CC1C(C(CC(O1)OC2CC(CC3=C2C(=C4C(=C3O)C(=O)C5=C(C4=O)C(=CC=C5)OC)O)(C(=O)C)O)N)O.Cl. Drug 2: CC1=C(C=C(C=C1)C(=O)NC2=CC(=CC(=C2)C(F)(F)F)N3C=C(N=C3)C)NC4=NC=CC(=N4)C5=CN=CC=C5. Cell line: NCI-H522. Synergy scores: CSS=16.8, Synergy_ZIP=-3.78, Synergy_Bliss=4.29, Synergy_Loewe=-12.1, Synergy_HSA=1.53. (2) Synergy scores: CSS=22.3, Synergy_ZIP=-2.29, Synergy_Bliss=3.52, Synergy_Loewe=2.09, Synergy_HSA=2.10. Drug 1: C1CCC(CC1)NC(=O)N(CCCl)N=O. Cell line: MALME-3M. Drug 2: C1CC(=O)NC(=O)C1N2C(=O)C3=CC=CC=C3C2=O.